From a dataset of Full USPTO retrosynthesis dataset with 1.9M reactions from patents (1976-2016). Predict the reactants needed to synthesize the given product. The reactants are: [F:1][C:2]([F:39])([F:38])[C:3]1[CH:4]=[C:5]([NH:9][C:10]([C:12]2[C:21]3[C:16](=[CH:17][C:18]([O:22][C:23]4[CH:28]=[C:27]([CH2:29][O:30]CC5C=CC=CC=5)[N:26]=[CH:25][N:24]=4)=[CH:19][CH:20]=3)[CH:15]=[CH:14][CH:13]=2)=[O:11])[CH:6]=[CH:7][CH:8]=1.FC(F)(F)C(O)=O. Given the product [F:39][C:2]([F:1])([F:38])[C:3]1[CH:4]=[C:5]([NH:9][C:10]([C:12]2[C:21]3[C:16](=[CH:17][C:18]([O:22][C:23]4[CH:28]=[C:27]([CH2:29][OH:30])[N:26]=[CH:25][N:24]=4)=[CH:19][CH:20]=3)[CH:15]=[CH:14][CH:13]=2)=[O:11])[CH:6]=[CH:7][CH:8]=1, predict the reactants needed to synthesize it.